Dataset: Catalyst prediction with 721,799 reactions and 888 catalyst types from USPTO. Task: Predict which catalyst facilitates the given reaction. (1) Reactant: [H-].[Na+].[CH:3]1([C:9](=[O:17])[CH2:10]P(=O)(OC)OC)[CH2:8][CH2:7][CH2:6][CH2:5][CH2:4]1.[C:18]1([C:24]([C:44]2[CH:49]=[CH:48][CH:47]=[CH:46][CH:45]=2)([C:38]2[CH:43]=[CH:42][CH:41]=[CH:40][CH:39]=2)[N:25]2[CH:29]=[C:28]([C:30]3[C:31]([CH:36]=O)=[N:32][CH:33]=[CH:34][CH:35]=3)[N:27]=[CH:26]2)[CH:23]=[CH:22][CH:21]=[CH:20][CH:19]=1. Product: [CH:3]1([C:9](=[O:17])[CH:10]=[CH:36][C:31]2[C:30]([C:28]3[N:27]=[CH:26][N:25]([C:24]([C:44]4[CH:49]=[CH:48][CH:47]=[CH:46][CH:45]=4)([C:38]4[CH:39]=[CH:40][CH:41]=[CH:42][CH:43]=4)[C:18]4[CH:23]=[CH:22][CH:21]=[CH:20][CH:19]=4)[CH:29]=3)=[CH:35][CH:34]=[CH:33][N:32]=2)[CH2:8][CH2:7][CH2:6][CH2:5][CH2:4]1. The catalyst class is: 1. (2) Reactant: [Cl:1][C:2]1[S:3][CH:4]=[C:5]([C:7]([OH:9])=O)[N:6]=1.[CH2:10]([NH2:12])[CH3:11].CN(C(ON1N=NC2C=CC=NC1=2)=[N+](C)C)C.F[P-](F)(F)(F)(F)F.CCN(C(C)C)C(C)C. Product: [Cl:1][C:2]1[S:3][CH:4]=[C:5]([C:7]([NH:12][CH2:10][CH3:11])=[O:9])[N:6]=1. The catalyst class is: 3. (3) Reactant: [CH3:1][C:2]1[C:3](=[O:25])[NH:4][C:5](=[O:24])[N:6]([C@H:8]2[CH2:17][O:16][C@H:15]3[C@@H:10]([O:11]C(C4C=CC=CC=4)[O:13][CH2:14]3)[CH2:9]2)[CH:7]=1.Cl. Product: [OH:11][C@@H:10]1[C@@H:15]([CH2:14][OH:13])[O:16][CH2:17][C@H:8]([N:6]2[CH:7]=[C:2]([CH3:1])[C:3](=[O:25])[NH:4][C:5]2=[O:24])[CH2:9]1. The catalyst class is: 5. (4) Product: [Cl:1][CH2:2][CH2:3][CH2:4][S:5]([O:8][CH2:9][C:10]([CH3:24])([CH3:23])[C@@H:11]([O:15][CH2:16][C:17]1[CH:22]=[CH:21][CH:20]=[CH:19][CH:18]=1)[C:12]([O:14][CH2:31][CH:32]([CH3:35])[CH3:33])=[O:13])(=[O:6])=[O:7]. The catalyst class is: 4. Reactant: [Cl:1][CH2:2][CH2:3][CH2:4][S:5]([O:8][CH2:9][C:10]([CH3:24])([CH3:23])[C@@H:11]([O:15][CH2:16][C:17]1[CH:22]=[CH:21][CH:20]=[CH:19][CH:18]=1)[C:12]([OH:14])=[O:13])(=[O:7])=[O:6].C(Cl)(=O)C(Cl)=O.[CH3:31][CH:32]([CH3:35])[CH2:33]O.N1C=CC=CC=1.